Task: Predict the product of the given reaction.. Dataset: Forward reaction prediction with 1.9M reactions from USPTO patents (1976-2016) (1) Given the reactants [OH:1][C:2]1[CH:3]=[C:4]2[C:9](=[CH:10][CH:11]=1)[C:8]([O:12][C:13]1[CH:18]=[CH:17][C:16](/[CH:19]=[CH:20]/[C:21]([OH:23])=[O:22])=[CH:15][CH:14]=1)=[C:7]([C:24]1[CH:29]=[CH:28][CH:27]=[C:26]([OH:30])[CH:25]=1)[C:6]([CH3:31])=[CH:5]2, predict the reaction product. The product is: [OH:1][C:2]1[CH:3]=[C:4]2[C:9](=[CH:10][CH:11]=1)[C:8]([O:12][C:13]1[CH:18]=[CH:17][C:16]([CH2:19][CH2:20][C:21]([OH:23])=[O:22])=[CH:15][CH:14]=1)=[C:7]([C:24]1[CH:29]=[CH:28][CH:27]=[C:26]([OH:30])[CH:25]=1)[C:6]([CH3:31])=[CH:5]2. (2) Given the reactants [C:1]([C:4]1[CH:12]=[C:11]2[C:7]([CH:8]=[CH:9][N:10]2[CH:13]2[CH2:18][CH2:17][N:16](C(OCC3C=CC=CC=3)=O)[CH2:15][CH2:14]2)=[CH:6][CH:5]=1)(=[O:3])[NH2:2].CO.[H][H], predict the reaction product. The product is: [NH:16]1[CH2:15][CH2:14][CH:13]([N:10]2[C:11]3[C:7](=[CH:6][CH:5]=[C:4]([C:1]([NH2:2])=[O:3])[CH:12]=3)[CH:8]=[CH:9]2)[CH2:18][CH2:17]1. (3) Given the reactants [N:1]([CH2:4][CH:5]1[O:10][C:9]2[C:11](Br)=[CH:12][CH:13]=[CH:14][C:8]=2[NH:7][CH2:6]1)=[N+:2]=[N-:3].[CH3:16][C:17]1[CH:22]=[CH:21][CH:20]=[CH:19][C:18]=1B(O)O, predict the reaction product. The product is: [N:1]([CH2:4][CH:5]1[O:10][C:9]2[C:11]([C:18]3[CH:19]=[CH:20][CH:21]=[CH:22][C:17]=3[CH3:16])=[CH:12][CH:13]=[CH:14][C:8]=2[NH:7][CH2:6]1)=[N+:2]=[N-:3].